This data is from Reaction yield outcomes from USPTO patents with 853,638 reactions. The task is: Predict the reaction yield, written as a fraction of the theoretical maximum amount of product (1.0 means a 100% yield; for example, 0.34 means a 34% yield). (1) The reactants are Br.[NH2:2][C:3]1[CH:15]=[C:14]2[C:6]([C:7]3[C:8]([Br:19])=[CH:9][CH:10]=[C:11]([C:16]([NH2:18])=[O:17])[C:12]=3[NH:13]2)=[CH:5][CH:4]=1.CCN(C(C)C)C(C)C.Cl[CH2:30][CH2:31][N:32]=[C:33]=[O:34].[H-].[Na+]. The catalyst is CN(C=O)C.O. The product is [Br:19][C:8]1[C:7]2[C:6]3[C:14](=[CH:15][C:3]([N:2]4[CH2:30][CH2:31][NH:32][C:33]4=[O:34])=[CH:4][CH:5]=3)[NH:13][C:12]=2[C:11]([C:16]([NH2:18])=[O:17])=[CH:10][CH:9]=1. The yield is 0.600. (2) The reactants are [O:1]=[S:2]1(=[O:23])[CH2:6][CH2:5][CH2:4][N:3]1[C:7]1[CH:8]=[C:9]([C:13]2[N:21]3[C:16]([CH:17]=[N:18][C:19](O)=[N:20]3)=[CH:15][CH:14]=2)[CH:10]=[CH:11][CH:12]=1.C1C=CC(N(S(C(F)(F)F)(=O)=O)S(C(F)(F)F)(=O)=O)=CC=1.C(N(CC)C(C)C)(C)C.CN(C)C=O.[NH2:59][C:60]1[CH:68]=[C:67]2[C:63]([C:64]([CH3:71])([CH3:70])[C:65](=[O:69])[NH:66]2)=[CH:62][CH:61]=1. No catalyst specified. The product is [O:1]=[S:2]1(=[O:23])[CH2:6][CH2:5][CH2:4][N:3]1[C:7]1[CH:8]=[C:9]([C:13]2[N:21]3[C:16]([CH:17]=[N:18][C:19]([NH:59][C:60]4[CH:68]=[C:67]5[C:63]([C:64]([CH3:71])([CH3:70])[C:65](=[O:69])[NH:66]5)=[CH:62][CH:61]=4)=[N:20]3)=[CH:15][CH:14]=2)[CH:10]=[CH:11][CH:12]=1. The yield is 0.560.